The task is: Predict the reactants needed to synthesize the given product.. This data is from Full USPTO retrosynthesis dataset with 1.9M reactions from patents (1976-2016). (1) Given the product [C:1]([O:5][C:6]([N:8]1[C:16]2[C:11](=[N:12][CH:13]=[C:14]([CH2:26][C:25]3[CH:28]=[CH:29][CH:30]=[CH:31][C:24]=3[F:23])[CH:15]=2)[C:10]([CH3:19])([CH3:18])[CH2:9]1)=[O:7])([CH3:4])([CH3:3])[CH3:2], predict the reactants needed to synthesize it. The reactants are: [C:1]([O:5][C:6]([N:8]1[C:16]2[C:11](=[N:12][CH:13]=[C:14](Br)[CH:15]=2)[C:10]([CH3:19])([CH3:18])[CH2:9]1)=[O:7])([CH3:4])([CH3:3])[CH3:2].[Br-].[Li+].[Cl-].[F:23][C:24]1[CH:31]=[CH:30][CH:29]=[CH:28][C:25]=1[CH2:26][Zn+].C(O)(=O)CC(CC(O)=O)(C(O)=O)O. (2) The reactants are: [Br:1][C:2]1[CH:3]=[C:4]([CH:8]=[C:9]([I:11])[CH:10]=1)[C:5]([OH:7])=[O:6].Br[CH2:13][CH2:14][O:15][CH2:16][C:17]1[CH:22]=[CH:21][CH:20]=[CH:19][CH:18]=1. Given the product [CH2:16]([O:15][CH2:14][CH2:13][O:6][C:5](=[O:7])[C:4]1[CH:8]=[C:9]([I:11])[CH:10]=[C:2]([Br:1])[CH:3]=1)[C:17]1[CH:22]=[CH:21][CH:20]=[CH:19][CH:18]=1, predict the reactants needed to synthesize it. (3) Given the product [Cl:1][C:2]1[CH:3]=[CH:4][C:5]([O:15][CH2:16][C:17]2[CH:22]=[CH:21][CH:20]=[C:19]([F:23])[C:18]=2[F:24])=[C:6]([C:8]2[N:25]([C:26]3[CH:27]=[C:28]([C:32]([Cl:35])=[CH:33][CH:34]=3)[C:29]([OH:31])=[O:30])[C:11]([CH3:12])=[CH:10][CH:9]=2)[CH:7]=1, predict the reactants needed to synthesize it. The reactants are: [Cl:1][C:2]1[CH:3]=[CH:4][C:5]([O:15][CH2:16][C:17]2[CH:22]=[CH:21][CH:20]=[C:19]([F:23])[C:18]=2[F:24])=[C:6]([C:8](=O)[CH2:9][CH2:10][C:11](=O)[CH3:12])[CH:7]=1.[NH2:25][C:26]1[CH:27]=[C:28]([C:32]([Cl:35])=[CH:33][CH:34]=1)[C:29]([OH:31])=[O:30].CC1C=CC(S(O)(=O)=O)=CC=1. (4) The reactants are: [OH:1][C:2]1[CH:7]=[CH:6][C:5]([CH2:8][C:9]([OH:11])=[O:10])=[CH:4][CH:3]=1.[N+:12]([O-])([OH:14])=[O:13].O. Given the product [OH:1][C:2]1[CH:3]=[CH:4][C:5]([CH2:8][C:9]([OH:11])=[O:10])=[CH:6][C:7]=1[N+:12]([O-:14])=[O:13], predict the reactants needed to synthesize it. (5) Given the product [F:36][C:33]([F:34])([F:35])[C:26]1[CH:27]=[C:28]([C:29]([F:32])([F:30])[F:31])[N:24]([CH2:23][C:22]2[CH:37]=[CH:38][C:39]([NH:40][C:10](=[O:18])[C:11]3[C:16](=[C:15]([I:17])[CH:14]=[CH:13][CH:12]=3)[C:8]([NH:7][C:2]([CH3:6])([CH3:1])[CH2:3][S:4][CH3:5])=[O:9])=[C:20]([CH3:19])[CH:21]=2)[N:25]=1, predict the reactants needed to synthesize it. The reactants are: [CH3:1][C:2]([N:7]=[C:8]1[C:16]2[C:11](=[CH:12][CH:13]=[CH:14][C:15]=2[I:17])[C:10](=[O:18])[O:9]1)([CH3:6])[CH2:3][S:4][CH3:5].[CH3:19][C:20]1[CH:21]=[C:22]([CH:37]=[CH:38][C:39]=1[NH2:40])[CH2:23][N:24]1[C:28]([C:29]([F:32])([F:31])[F:30])=[CH:27][C:26]([C:33]([F:36])([F:35])[F:34])=[N:25]1. (6) Given the product [CH2:7]([N:10]1[CH2:11][CH2:6][O:5][C:3](=[O:4])[CH2:2]1)[CH2:8][CH3:9], predict the reactants needed to synthesize it. The reactants are: Br[CH2:2][C:3]([O:5][CH3:6])=[O:4].[CH2:7]([NH:10][CH:11](O)C)[CH2:8][CH3:9].CCN(CC)CC.O.